From a dataset of Forward reaction prediction with 1.9M reactions from USPTO patents (1976-2016). Predict the product of the given reaction. The product is: [CH3:24][CH:25]([CH3:27])[CH2:26][C:2]1[N:7]=[CH:6][C:5]([N:8]2[CH2:13][CH2:12][N:11]([C:14]([O:16][CH2:17][C:18]([NH:20][CH3:21])=[O:19])=[O:15])[CH2:10][CH2:9]2)=[CH:4][CH:3]=1. Given the reactants Br[C:2]1[N:7]=[CH:6][C:5]([N:8]2[CH2:13][CH2:12][N:11]([C:14]([O:16][CH2:17][C:18]([NH:20][CH3:21])=[O:19])=[O:15])[CH2:10][CH2:9]2)=[CH:4][CH:3]=1.Br[Zn][CH2:24][CH:25]([CH3:27])[CH3:26].O.C(OCC)(=O)C, predict the reaction product.